Dataset: Catalyst prediction with 721,799 reactions and 888 catalyst types from USPTO. Task: Predict which catalyst facilitates the given reaction. (1) Reactant: [O:1]1[C:5]2([CH2:10][CH2:9][CH:8]([C:11]([O:13]CC)=O)[CH2:7][CH2:6]2)[O:4][CH2:3][CH2:2]1.Cl.[CH3:17][NH:18][O:19][CH3:20].C([Mg]Cl)(C)C.O. Product: [CH3:20][O:19][N:18]([CH3:17])[C:11]([CH:8]1[CH2:7][CH2:6][C:5]2([O:1][CH2:2][CH2:3][O:4]2)[CH2:10][CH2:9]1)=[O:13]. The catalyst class is: 1. (2) Reactant: C(OC([N:8]1[CH2:13][CH2:12][N:11]2[C:14]([C:17](=[O:22])[NH:18][CH:19]([CH3:21])[CH3:20])=[CH:15][CH:16]=[C:10]2[CH:9]1[CH3:23])=O)(C)(C)C.Cl. Product: [CH:19]([NH:18][C:17]([C:14]1[N:11]2[CH2:12][CH2:13][NH:8][CH:9]([CH3:23])[C:10]2=[CH:16][CH:15]=1)=[O:22])([CH3:21])[CH3:20]. The catalyst class is: 5. (3) Reactant: [NH2:1][C:2]1[CH:7]=[CH:6][C:5]([C@@H:8]([N:10]2[CH2:15][CH2:14][N:13]([C:16]([C:18]3[CH:19]=[N:20][N:21]4[C:26]([C:27]([F:30])([F:29])[F:28])=[C:25]([CH3:31])[C:24]([C:32]5[CH:37]=[CH:36][C:35]([O:38][CH3:39])=[CH:34][CH:33]=5)=[N:23][C:22]=34)=[O:17])[C@H:12]([CH3:40])[CH2:11]2)[CH3:9])=[CH:4][CH:3]=1.[O-:41][C:42]#[N:43].[K+]. Product: [CH3:39][O:38][C:35]1[CH:34]=[CH:33][C:32]([C:24]2[C:25]([CH3:31])=[C:26]([C:27]([F:28])([F:30])[F:29])[N:21]3[N:20]=[CH:19][C:18]([C:16]([N:13]4[CH2:14][CH2:15][N:10]([C@H:8]([C:5]5[CH:6]=[CH:7][C:2]([NH:1][C:42]([NH2:43])=[O:41])=[CH:3][CH:4]=5)[CH3:9])[CH2:11][C@H:12]4[CH3:40])=[O:17])=[C:22]3[N:23]=2)=[CH:37][CH:36]=1. The catalyst class is: 313. (4) Reactant: [CH:1]1([NH:4][C:5]([NH:7][C:8]2[C:9]([C:13]3[NH:17][C:16]4[CH:18]=[CH:19][C:20]([CH2:22][N:23]5[CH2:28][CH2:27][O:26][CH2:25][CH2:24]5)=[CH:21][C:15]=4[N:14]=3)=[N:10][NH:11][CH:12]=2)=[O:6])[CH2:3][CH2:2]1.[C:29]([OH:34])(=[O:33])[C@H:30]([CH3:32])[OH:31]. Product: [C:29]([OH:34])(=[O:33])[C@H:30]([CH3:32])[OH:31].[CH:1]1([NH:4][C:5]([NH:7][C:8]2[C:9]([C:13]3[NH:17][C:16]4[CH:18]=[CH:19][C:20]([CH2:22][N:23]5[CH2:24][CH2:25][O:26][CH2:27][CH2:28]5)=[CH:21][C:15]=4[N:14]=3)=[N:10][NH:11][CH:12]=2)=[O:6])[CH2:3][CH2:2]1. The catalyst class is: 8. (5) Reactant: [Cl:1][C:2]1[N:7]=[C:6]([Cl:8])[CH:5]=[C:4](Cl)[N:3]=1.C(N(CC)CC)C.[NH2:17][C:18]([CH3:22])([CH3:21])[CH2:19][OH:20]. Product: [Cl:1][C:2]1[N:3]=[C:4]([NH:17][C:18]([CH3:22])([CH3:21])[CH2:19][OH:20])[CH:5]=[C:6]([Cl:8])[N:7]=1. The catalyst class is: 10. (6) Reactant: [CH2:1]([O:8][C:9]1[CH:14]=[CH:13][C:12]([I:15])=[CH:11][C:10]=1[CH2:16][C@H:17]([NH:21]C(OC(C)(C)C)=O)[C:18]([OH:20])=[O:19])[C:2]1[CH:7]=[CH:6][CH:5]=[CH:4][CH:3]=1.[ClH:29]. Product: [ClH:29].[NH2:21][C@@H:17]([CH2:16][C:10]1[CH:11]=[C:12]([I:15])[CH:13]=[CH:14][C:9]=1[O:8][CH2:1][C:2]1[CH:7]=[CH:6][CH:5]=[CH:4][CH:3]=1)[C:18]([OH:20])=[O:19]. The catalyst class is: 12. (7) Reactant: [Br:1][C:2]1[CH:3]=[C:4]2[C:9](=[CH:10][CH:11]=1)[CH:8]=[C:7]([OH:12])[CH:6]=[CH:5]2.C1C(=O)N([Cl:20])C(=O)C1. Product: [Br:1][C:2]1[CH:3]=[C:4]2[C:9](=[CH:10][CH:11]=1)[C:8]([Cl:20])=[C:7]([OH:12])[CH:6]=[CH:5]2. The catalyst class is: 1. (8) Reactant: [CH3:1][S:2][C:3]1[CH:8]=[CH:7][C:6](B(O)O)=[CH:5][CH:4]=1.Br[C:13]1[N:18]=[CH:17][C:16]([OH:19])=[CH:15][CH:14]=1.C([O-])([O-])=O.[Na+].[Na+]. Product: [CH3:1][S:2][C:3]1[CH:8]=[CH:7][C:6]([C:13]2[N:18]=[CH:17][C:16]([OH:19])=[CH:15][CH:14]=2)=[CH:5][CH:4]=1. The catalyst class is: 276.